Dataset: Forward reaction prediction with 1.9M reactions from USPTO patents (1976-2016). Task: Predict the product of the given reaction. (1) Given the reactants C([N:8]1[CH2:12][CH:11]([CH:13]([O:15][C:16]2[CH:21]=[CH:20][C:19]([C:22]([F:25])([F:24])[F:23])=[CH:18][CH:17]=2)[CH3:14])[CH:10]([C:26]2[CH:31]=[CH:30][C:29]([Cl:32])=[C:28]([Cl:33])[CH:27]=2)[CH2:9]1)C1C=CC=CC=1.ClC(OCC(Cl)(Cl)Cl)=O, predict the reaction product. The product is: [Cl:33][C:28]1[CH:27]=[C:26]([CH:10]2[CH:11]([CH:13]([O:15][C:16]3[CH:17]=[CH:18][C:19]([C:22]([F:24])([F:25])[F:23])=[CH:20][CH:21]=3)[CH3:14])[CH2:12][NH:8][CH2:9]2)[CH:31]=[CH:30][C:29]=1[Cl:32]. (2) The product is: [C:30]([N:20]1[CH2:21][CH2:22][C:16]2[C:15]([N:23]3[CH2:28][CH2:27][O:26][CH2:25][C@@H:24]3[CH3:29])=[N:14][C:13]([C:10]3[CH:9]=[CH:8][C:7]([NH:6][C:4]([NH:3][CH2:1][CH3:2])=[O:5])=[CH:12][CH:11]=3)=[N:18][C:17]=2[CH2:19]1)(=[O:33])[CH3:31]. Given the reactants [CH2:1]([NH:3][C:4]([NH:6][C:7]1[CH:12]=[CH:11][C:10]([C:13]2[N:14]=[C:15]([N:23]3[CH2:28][CH2:27][O:26][CH2:25][C@@H:24]3[CH3:29])[C:16]3[CH2:22][CH2:21][NH:20][CH2:19][C:17]=3[N:18]=2)=[CH:9][CH:8]=1)=[O:5])[CH3:2].[C:30](Cl)(=[O:33])[CH2:31]C, predict the reaction product. (3) Given the reactants [OH:1][N:2]=[C:3]([C:10]1[N:14]([CH3:15])[N:13]=[N:12][N:11]=1)[C:4]1[CH:9]=[CH:8][CH:7]=[CH:6][CH:5]=1.Br[CH:17]([C:19]1[N:24]=[C:23]([NH:25][C:26](=[O:31])[C:27]([CH3:30])([CH3:29])[CH3:28])[CH:22]=[CH:21][CH:20]=1)[CH3:18].C(=O)([O-])[O-].[Cs+].[Cs+].[I-].[K+], predict the reaction product. The product is: [CH3:28][C:27]([CH3:29])([CH3:30])[C:26]([NH:25][C:23]1[CH:22]=[CH:21][CH:20]=[C:19]([CH:17]([O:1][N:2]=[C:3]([C:10]2[N:14]([CH3:15])[N:13]=[N:12][N:11]=2)[C:4]2[CH:5]=[CH:6][CH:7]=[CH:8][CH:9]=2)[CH3:18])[N:24]=1)=[O:31]. (4) Given the reactants [C:1]([O:5][C:6]([NH:8][CH2:9][CH2:10][CH2:11][CH2:12][C:13](O)=O)=[O:7])([CH3:4])([CH3:3])[CH3:2].C(N(CC)CC)C.C(Cl)(=O)C(C)(C)C.[CH2:30]([O:37][C:38]1[CH:47]=[C:46]2[C:41]([C:42]([NH:49][CH2:50][CH2:51][O:52][C:53]3[CH:58]=[CH:57][CH:56]=[CH:55][CH:54]=3)=[C:43]([NH2:48])[CH:44]=[N:45]2)=[CH:40][CH:39]=1)[C:31]1[CH:36]=[CH:35][CH:34]=[CH:33][CH:32]=1, predict the reaction product. The product is: [C:1]([O:5][C:6](=[O:7])[NH:8][CH2:9][CH2:10][CH2:11][CH2:12][C:13]1[N:49]([CH2:50][CH2:51][O:52][C:53]2[CH:54]=[CH:55][CH:56]=[CH:57][CH:58]=2)[C:42]2[C:41]3[CH:40]=[CH:39][C:38]([O:37][CH2:30][C:31]4[CH:36]=[CH:35][CH:34]=[CH:33][CH:32]=4)=[CH:47][C:46]=3[N:45]=[CH:44][C:43]=2[N:48]=1)([CH3:2])([CH3:3])[CH3:4]. (5) Given the reactants Cl[C:2]1[CH:3]=[CH:4][C:5]([N+:25]([O-:27])=[O:26])=[C:6]([CH:24]=1)[C:7]([NH:9][C:10]1[N:15]=[CH:14][C:13]([C:16]2[CH:21]=[CH:20][C:19]([CH3:22])=[C:18]([CH3:23])[CH:17]=2)=[CH:12][N:11]=1)=[O:8].[NH:28]1[CH2:33][CH2:32][CH2:31][CH2:30][CH2:29]1, predict the reaction product. The product is: [CH3:23][C:18]1[CH:17]=[C:16]([C:13]2[CH:12]=[N:11][C:10]([NH:9][C:7](=[O:8])[C:6]3[CH:24]=[C:2]([N:28]4[CH2:33][CH2:32][CH2:31][CH2:30][CH2:29]4)[CH:3]=[CH:4][C:5]=3[N+:25]([O-:27])=[O:26])=[N:15][CH:14]=2)[CH:21]=[CH:20][C:19]=1[CH3:22]. (6) Given the reactants C(O)=O.CC(O[C:8]([CH3:10])=O)=O.[N+:11]([C:14]1[CH:23]=[C:22]2[C:17](C[CH2:19][NH:20][CH2:21]2)=[CH:16][CH:15]=1)([O-:13])=[O:12].Cl, predict the reaction product. The product is: [CH3:19][N:20]1[CH2:10][CH2:8][C:17]2[C:22](=[CH:23][C:14]([N+:11]([O-:13])=[O:12])=[CH:15][CH:16]=2)[CH2:21]1. (7) Given the reactants [CH3:1][C@@H:2]1[CH:7]=[CH:6][CH2:5][C:4]([CH3:9])([CH3:8])[C@H:3]1[C:10](=[O:14])[CH:11]=[CH:12][CH3:13].B(F)(F)F, predict the reaction product. The product is: [CH3:1][CH:2]1[CH:7]=[CH:6][CH2:5][C:4]([CH3:8])([CH3:9])[CH:3]1[C:10](=[O:14])[CH:11]=[CH:12][CH3:13]. (8) The product is: [CH3:1][C:2]1[CH:6]=[C:5]([CH3:7])[N:4]([CH2:8][C:9]([N:11]2[CH2:16][CH2:15][N:14]([C:17]3[CH:22]=[CH:21][CH:20]=[CH:19][C:18]=3[C:23]3[CH:24]=[N:25][C:26]([NH:37][CH3:36])=[N:27][CH:28]=3)[CH2:13][CH2:12]2)=[O:10])[N:3]=1. Given the reactants [CH3:1][C:2]1[CH:6]=[C:5]([CH3:7])[N:4]([CH2:8][C:9]([N:11]2[CH2:16][CH2:15][N:14]([C:17]3[CH:22]=[CH:21][CH:20]=[CH:19][C:18]=3[C:23]3[CH:24]=[N:25][C:26](S(C)(=O)=O)=[N:27][CH:28]=3)[CH2:13][CH2:12]2)=[O:10])[N:3]=1.CN.C[CH2:36][N:37](C(C)C)C(C)C, predict the reaction product. (9) Given the reactants C([N:8]1[C:12]2[CH:13]=[CH:14][CH:15]=[C:16]([OH:17])[C:11]=2[NH:10][C:9]1=[O:18])C1C=CC=CC=1.[C:19]([O:23][C:24]([N:26]1[CH2:29][CH:28]([CH2:30]O)[CH2:27]1)=[O:25])([CH3:22])([CH3:21])[CH3:20].[C:45]1(P([C:45]2[CH:50]=[CH:49][CH:48]=[CH:47][CH:46]=2)[C:45]2[CH:50]=[CH:49][CH:48]=[CH:47][CH:46]=2)[CH:50]=[CH:49][CH:48]=[CH:47][CH:46]=1.N(C(OC(C)C)=O)=N[C:53](OC(C)C)=O, predict the reaction product. The product is: [C:19]([O:23][C:24]([N:26]1[CH2:29][CH:28]([CH:30]([O:17][C:16]2[C:11]3[NH:10][C:9](=[O:18])[NH:8][C:12]=3[CH:13]=[CH:14][CH:15]=2)[CH2:53][C:45]2[CH:46]=[CH:47][CH:48]=[CH:49][CH:50]=2)[CH2:27]1)=[O:25])([CH3:22])([CH3:21])[CH3:20]. (10) The product is: [OH:11][CH:10]1[CH2:9][CH2:8][C@H:7]([CH2:12][C:13]([OH:15])=[O:14])[C@H:6]1[CH2:5][CH2:4][CH2:3][CH2:2][CH3:1]. Given the reactants [CH3:1][CH2:2][CH2:3][CH2:4][CH2:5][CH:6]1[C:10](=[O:11])[CH2:9][CH2:8][CH:7]1[CH2:12][C:13]([OH:15])=[O:14].[BH4-].[Na+], predict the reaction product.